Dataset: Peptide-MHC class II binding affinity with 134,281 pairs from IEDB. Task: Regression. Given a peptide amino acid sequence and an MHC pseudo amino acid sequence, predict their binding affinity value. This is MHC class II binding data. (1) The peptide sequence is AYGRGIRYDERPEQL. The MHC is HLA-DQA10501-DQB10201 with pseudo-sequence HLA-DQA10501-DQB10201. The binding affinity (normalized) is 0.531. (2) The peptide sequence is MNIRMGIFYCNDDA. The MHC is HLA-DQA10101-DQB10501 with pseudo-sequence HLA-DQA10101-DQB10501. The binding affinity (normalized) is 0.